Dataset: Reaction yield outcomes from USPTO patents with 853,638 reactions. Task: Predict the reaction yield, written as a fraction of the theoretical maximum amount of product (1.0 means a 100% yield; for example, 0.34 means a 34% yield). The reactants are [N+:1]([C:4]1[CH:9]=[CH:8][C:7]([C:10]2[S:11][C:12]3[CH:18]=[C:17]([CH3:19])[CH:16]=[C:15]([O:20][S:21]([OH:24])(=[O:23])=[O:22])[C:13]=3[N:14]=2)=[CH:6][CH:5]=1)([O-])=O.O.O.Cl[Sn]Cl. The catalyst is C(O)C. The product is [NH2:1][C:4]1[CH:9]=[CH:8][C:7]([C:10]2[S:11][C:12]3[CH:18]=[C:17]([CH3:19])[CH:16]=[C:15]([O:20][S:21]([OH:24])(=[O:23])=[O:22])[C:13]=3[N:14]=2)=[CH:6][CH:5]=1. The yield is 0.650.